This data is from Forward reaction prediction with 1.9M reactions from USPTO patents (1976-2016). The task is: Predict the product of the given reaction. (1) Given the reactants Br[C:2]1[CH:11]=[C:10]([C:12]([CH3:15])([CH3:14])[CH3:13])[CH:9]=[C:8]2[C:3]=1[N:4]=[CH:5][C:6]([N:16]1[CH2:21][CH2:20][CH:19]([NH:22][S:23]([CH3:26])(=[O:25])=[O:24])[CH2:18][CH2:17]1)=[N:7]2.[C:27]([O-:30])([O-])=O.[Na+].[Na+], predict the reaction product. The product is: [C:12]([C:10]1[CH:9]=[C:8]2[C:3]([N:4]=[CH:5][C:6]([N:16]3[CH2:21][CH2:20][CH:19]([NH:22][S:23]([CH3:26])(=[O:25])=[O:24])[CH2:18][CH2:17]3)=[N:7]2)=[C:2]([C:10]2[C:27](=[O:30])[NH:4][CH:3]=[CH:2][CH:11]=2)[CH:11]=1)([CH3:15])([CH3:14])[CH3:13]. (2) Given the reactants Cl.[CH:2]1([CH2:5][O:6][C:7]2[CH:12]=[CH:11][C:10]([CH3:13])=[CH:9][C:8]=2[C:14]2[C:15]3[NH:22][C:21]([CH3:23])=[C:20]([C:24]([NH:26][CH:27]4[CH2:32][CH2:31][NH:30][CH2:29][CH2:28]4)=[O:25])[C:16]=3[N:17]=[CH:18][N:19]=2)[CH2:4][CH2:3]1.C([O:36][CH2:37][C:38](Cl)=[O:39])(=O)C, predict the reaction product. The product is: [CH:2]1([CH2:5][O:6][C:7]2[CH:12]=[CH:11][C:10]([CH3:13])=[CH:9][C:8]=2[C:14]2[C:15]3[NH:22][C:21]([CH3:23])=[C:20]([C:24]([NH:26][CH:27]4[CH2:28][CH2:29][N:30]([C:37](=[O:36])[CH2:38][OH:39])[CH2:31][CH2:32]4)=[O:25])[C:16]=3[N:17]=[CH:18][N:19]=2)[CH2:4][CH2:3]1.